From a dataset of Forward reaction prediction with 1.9M reactions from USPTO patents (1976-2016). Predict the product of the given reaction. (1) Given the reactants [CH3:1][N:2]1[CH2:6][CH2:5][CH2:4][C@@H:3]1[CH2:7][CH2:8]O.S(Cl)([Cl:12])=O, predict the reaction product. The product is: [ClH:12].[Cl:12][CH2:8][CH2:7][C@H:3]1[CH2:4][CH2:5][CH2:6][N:2]1[CH3:1]. (2) The product is: [CH2:1]1[O:17][C:16]2[C:3](=[CH:4][C:5]3[CH:6]=[C:7]([C:26]([NH:28][CH2:29][CH2:30][CH2:31][CH2:32][CH2:33][C:34]([OH:36])=[O:35])=[O:27])[C:8]4[C:13]([C:14]=3[CH:15]=2)=[CH:12][C:11]([O:18][CH2:19][C:20]2[CH:25]=[CH:24][CH:23]=[CH:22][CH:21]=2)=[CH:10][CH:9]=4)[O:2]1. Given the reactants [CH2:1]1[O:17][C:16]2[C:3](=[CH:4][C:5]3[CH:6]=[C:7]([C:26]([NH:28][CH2:29][CH2:30][CH2:31][CH2:32][CH2:33][C:34]([O:36]C)=[O:35])=[O:27])[C:8]4[C:13]([C:14]=3[CH:15]=2)=[CH:12][C:11]([O:18][CH2:19][C:20]2[CH:25]=[CH:24][CH:23]=[CH:22][CH:21]=2)=[CH:10][CH:9]=4)[O:2]1.N, predict the reaction product. (3) The product is: [NH:13]([C:2]1[N:11]=[C:10]([NH2:12])[C:9]2[C:4](=[CH:5][CH:6]=[CH:7][CH:8]=2)[N:3]=1)[NH2:14]. Given the reactants Cl[C:2]1[N:11]=[C:10]([NH2:12])[C:9]2[C:4](=[CH:5][CH:6]=[CH:7][CH:8]=2)[N:3]=1.[NH2:13][NH2:14], predict the reaction product.